Task: Predict which catalyst facilitates the given reaction.. Dataset: Catalyst prediction with 721,799 reactions and 888 catalyst types from USPTO (1) Reactant: [C:1]([O:4][CH2:5][C:6]([CH3:35])([CH3:34])[CH2:7][N:8]1[C:14]2[CH:15]=[CH:16][C:17]([Cl:19])=[CH:18][C:13]=2[C@@H:12]([C:20]2[CH:25]=[CH:24][CH:23]=[C:22]([O:26][CH3:27])[C:21]=2[O:28][CH3:29])[O:11][C@H:10]([CH2:30][CH2:31]O)[C:9]1=[O:33])(=[O:3])[CH3:2].CC(C)(O)[C:38]#[N:39].C1(C)C=CC=CC=1.N(C(N1CCCCC1)=O)=NC(N1CCCCC1)=O. Product: [C:1]([O:4][CH2:5][C:6]([CH3:34])([CH3:35])[CH2:7][N:8]1[C:14]2[CH:15]=[CH:16][C:17]([Cl:19])=[CH:18][C:13]=2[C@@H:12]([C:20]2[CH:25]=[CH:24][CH:23]=[C:22]([O:26][CH3:27])[C:21]=2[O:28][CH3:29])[O:11][C@H:10]([CH2:30][CH2:31][C:38]#[N:39])[C:9]1=[O:33])(=[O:3])[CH3:2]. The catalyst class is: 81. (2) Reactant: [Cl-].[CH3:2][O:3]C[P+](C1C=CC=CC=1)(C1C=CC=CC=1)C1C=CC=CC=1.C[Si](C)(C)[N-][Si](C)(C)C.[Li+].C([C:37]1[CH:44]=[C:43](Br)[CH:42]=[C:41]([CH:46]([CH3:48])C)[C:38]=1C=O)(C)C. Product: [CH3:2][O:3][C:43]1[CH:42]=[C:41]([CH:38]=[CH:37][CH:44]=1)[CH:46]=[CH2:48]. The catalyst class is: 1.